Dataset: Experimentally validated miRNA-target interactions with 360,000+ pairs, plus equal number of negative samples. Task: Binary Classification. Given a miRNA mature sequence and a target amino acid sequence, predict their likelihood of interaction. (1) The miRNA is hsa-miR-548aa with sequence AAAAACCACAAUUACUUUUGCACCA. The protein sequence of the target gene is MGPTRVPRRTVLFQRERTGLTYRVPALLCVPPRPTLLAFAEQRLSPDDSHAHRLVLRRGTLTRGSVRWGTLSVLETAVLEEHRSMNPCPVLDEHSGTIFLFFIAVLGHTPEAVQIATGKNAARLCCVTSCDAGLTWGSVRDLTEEAIGAALQDWATFAVGPGHGVQLRSGRLLVPAYTYHVDRRECFGKICWTSPHSLAFYSDDHGISWHCGGLVPNLRSGECQLAAVDGDFLYCNARSPLGNRVQALSADEGTSFLPGELVPTLAETARGCQGSIVGFLAPPSIEPQDDRWTGSPRNTP.... Result: 0 (no interaction). (2) The miRNA is hsa-miR-432-3p with sequence CUGGAUGGCUCCUCCAUGUCU. The protein sequence of the target gene is MAACRALKAVLVDLSGTLHIEDAAVPGAQEALKRLRGASVIIRFVTNTTKESKQDLLERLRKLEFDISEDEIFTSLTAARSLLERKQVRPMLLVDDRALPDFKGIQTSDPNAVVMGLAPEHFHYQILNQAFRLLLDGAPLIAIHKARYYKRKDGLALGPGPFVTALEYATDTKATVVGKPEKTFFLEALRGTGCEPEEAVMIGDDCRDDVGGAQDVGMLGILVKTGKYRASDEEKINPPPYLTCESFPHAVDHILQHLL. Result: 0 (no interaction).